From a dataset of Forward reaction prediction with 1.9M reactions from USPTO patents (1976-2016). Predict the product of the given reaction. The product is: [CH2:34]([O:33][C:31]([C:29]1[CH:30]=[N:26][N:27]([C:19]([NH:9][C:8]2[CH:10]=[CH:11][C:5]([O:4][C:3]3[C:2]([CH3:1])=[CH:16][CH:15]=[CH:14][C:13]=3[CH3:17])=[C:6]([CH3:12])[CH:7]=2)=[N:18][C:21]([O:23][CH2:24][CH3:25])=[O:22])[CH:28]=1)=[O:32])[CH3:35]. Given the reactants [CH3:1][C:2]1[CH:16]=[CH:15][CH:14]=[C:13]([CH3:17])[C:3]=1[O:4][C:5]1[CH:11]=[CH:10][C:8]([NH2:9])=[CH:7][C:6]=1[CH3:12].[N:18]([C:21]([O:23][CH2:24][CH3:25])=[O:22])=[C:19]=S.[NH:26]1[CH:30]=[C:29]([C:31]([O:33][CH2:34][CH3:35])=[O:32])[CH:28]=[N:27]1.CC(C)N=C=NC(C)C, predict the reaction product.